Dataset: Full USPTO retrosynthesis dataset with 1.9M reactions from patents (1976-2016). Task: Predict the reactants needed to synthesize the given product. (1) The reactants are: [CH3:1][C:2]1([CH3:10])[CH2:7][C:6](=[O:8])[CH2:5][C:4](=[O:9])[CH2:3]1.C(N(CC)CC)C.[C:18]([O:21][CH2:22][C:23](Cl)=[O:24])(=[O:20])[CH3:19].C(O)(=O)C. Given the product [CH3:1][C:2]1([CH3:10])[CH2:7][C:6](=[O:8])[CH:5]([C:23](=[O:24])[CH2:22][O:21][C:18](=[O:20])[CH3:19])[C:4](=[O:9])[CH2:3]1, predict the reactants needed to synthesize it. (2) Given the product [CH3:1][O:2][C:3]([C:5]1[S:6][C:7]([C:11]2[CH2:16][CH2:15][CH2:14][CH2:13][CH:12]=2)=[CH:8][C:9]=1[NH:10][CH:23]1[CH2:22][CH:21]2[N:26]([C:18](=[O:17])[CH2:19][CH2:20]2)[CH2:25][CH2:24]1)=[O:4], predict the reactants needed to synthesize it. The reactants are: [CH3:1][O:2][C:3]([C:5]1[S:6][C:7]([C:11]2[CH2:16][CH2:15][CH2:14][CH2:13][CH:12]=2)=[CH:8][C:9]=1[NH2:10])=[O:4].[O:17]=[C:18]1[N:26]2[CH:21]([CH2:22][C:23](=O)[CH2:24][CH2:25]2)[CH2:20][CH2:19]1.C([Sn](Cl)(Cl)CCCC)CCC.C1([SiH3])C=CC=CC=1.